This data is from CYP2C9 inhibition data for predicting drug metabolism from PubChem BioAssay. The task is: Regression/Classification. Given a drug SMILES string, predict its absorption, distribution, metabolism, or excretion properties. Task type varies by dataset: regression for continuous measurements (e.g., permeability, clearance, half-life) or binary classification for categorical outcomes (e.g., BBB penetration, CYP inhibition). Dataset: cyp2c9_veith. (1) The result is 1 (inhibitor). The drug is COc1ccc(S(=O)(=O)NC(CC(=O)NC2CCCC2)c2ccco2)cc1. (2) The drug is COCCn1c(C(=O)N2CCCC2)cc2c1C[C@H]1CN(C(=O)c3ccccc3)[C@@](Cc3ccccc3)(C(=O)OC)[C@@H]21. The result is 1 (inhibitor). (3) The molecule is Cc1ccccc1C(=O)Nc1ccc(C(=O)NNC(=O)CCCOc2ccc(Cl)cc2Cl)cc1. The result is 0 (non-inhibitor). (4) The compound is CNc1ncncc1-c1c(C)noc1C. The result is 0 (non-inhibitor). (5) The drug is CS(=O)(=O)O.O[C@@H](c1nc2ccccc2[nH]1)[C@H](O)[C@H](O)[C@@H](O)c1nc2ccccc2[nH]1. The result is 0 (non-inhibitor). (6) The compound is Cc1cnc(CNc2ncncc2-c2ccccc2C(F)(F)F)cn1. The result is 0 (non-inhibitor). (7) The molecule is C[C@H]1C[C@H]2[C@@H]3CC[C@](O)(C(=O)CO)[C@@]3(C)C[C@H](O)[C@H]2[C@@]2(C)C=CC(=O)C=C12. The result is 0 (non-inhibitor).